Dataset: NCI-60 drug combinations with 297,098 pairs across 59 cell lines. Task: Regression. Given two drug SMILES strings and cell line genomic features, predict the synergy score measuring deviation from expected non-interaction effect. (1) Drug 1: C#CCC(CC1=CN=C2C(=N1)C(=NC(=N2)N)N)C3=CC=C(C=C3)C(=O)NC(CCC(=O)O)C(=O)O. Drug 2: CC1CCCC2(C(O2)CC(NC(=O)CC(C(C(=O)C(C1O)C)(C)C)O)C(=CC3=CSC(=N3)C)C)C. Cell line: K-562. Synergy scores: CSS=55.1, Synergy_ZIP=2.19, Synergy_Bliss=0.431, Synergy_Loewe=0.709, Synergy_HSA=1.01. (2) Drug 1: CC1CCC2CC(C(=CC=CC=CC(CC(C(=O)C(C(C(=CC(C(=O)CC(OC(=O)C3CCCCN3C(=O)C(=O)C1(O2)O)C(C)CC4CCC(C(C4)OC)OCCO)C)C)O)OC)C)C)C)OC. Drug 2: C1=CC=C(C(=C1)C(C2=CC=C(C=C2)Cl)C(Cl)Cl)Cl. Cell line: SK-MEL-5. Synergy scores: CSS=10.8, Synergy_ZIP=1.50, Synergy_Bliss=-4.19, Synergy_Loewe=4.23, Synergy_HSA=0.220. (3) Drug 1: CN1CCC(CC1)COC2=C(C=C3C(=C2)N=CN=C3NC4=C(C=C(C=C4)Br)F)OC. Drug 2: B(C(CC(C)C)NC(=O)C(CC1=CC=CC=C1)NC(=O)C2=NC=CN=C2)(O)O. Cell line: UO-31. Synergy scores: CSS=25.7, Synergy_ZIP=-7.80, Synergy_Bliss=1.07, Synergy_Loewe=3.58, Synergy_HSA=3.71. (4) Drug 1: C1=CN(C=N1)CC(O)(P(=O)(O)O)P(=O)(O)O. Drug 2: CC1=C(C(=O)C2=C(C1=O)N3CC4C(C3(C2COC(=O)N)OC)N4)N. Cell line: KM12. Synergy scores: CSS=35.8, Synergy_ZIP=-2.76, Synergy_Bliss=-5.26, Synergy_Loewe=-17.6, Synergy_HSA=-1.60.